Task: Predict the reactants needed to synthesize the given product.. Dataset: Full USPTO retrosynthesis dataset with 1.9M reactions from patents (1976-2016) Given the product [C:1]([O:5][C:6]([NH:8][C@H:9]1[CH2:13][C@@:12]([C:18]([OH:21])([CH3:20])[CH3:19])([C:14]([O:16][CH3:17])=[O:15])[CH:11]=[CH:10]1)=[O:7])([CH3:4])([CH3:2])[CH3:3], predict the reactants needed to synthesize it. The reactants are: [C:1]([O:5][C:6]([NH:8][C@H:9]1[CH2:13][C:12]([C:18]([OH:21])([CH3:20])[CH3:19])([C:14]([O:16][CH3:17])=[O:15])[CH:11]=[CH:10]1)=[O:7])([CH3:4])([CH3:3])[CH3:2].